Dataset: Forward reaction prediction with 1.9M reactions from USPTO patents (1976-2016). Task: Predict the product of the given reaction. (1) Given the reactants [NH:1]1[CH2:6][CH2:5]N[CH2:3][CH2:2]1.[NH2:7][C:8]1([NH2:29])[NH:17][C:16](=O)[C:15]2[C:10](=[N:11][CH:12]=[C:13]([C:19]3[CH:24]=[CH:23][C:22]([O:25][CH3:26])=[C:21]([O:27][CH3:28])[CH:20]=3)[N:14]=2)[NH:9]1.C[Si](C)(C)N[Si](C)(C)C.S([O-])([O-])(=O)=O.[NH4+].[NH4+].C1(C)C=CC(S(O)(=O)=O)=CC=1, predict the reaction product. The product is: [NH2:29][C:8]1[N:7]=[C:16]([N:17]2[CH2:5][CH2:6][NH:1][CH2:2][CH2:3]2)[C:15]2[C:10](=[N:11][CH:12]=[C:13]([C:19]3[CH:24]=[CH:23][C:22]([O:25][CH3:26])=[C:21]([O:27][CH3:28])[CH:20]=3)[N:14]=2)[N:9]=1. (2) Given the reactants [CH3:1][O:2][C:3]1[CH:4]=[C:5]([NH:13][NH:14][C:15]([O:17][C:18]([CH3:21])([CH3:20])[CH3:19])=[O:16])[CH:6]=[CH:7][C:8]=1[C:9]([O:11][CH3:12])=[O:10].[Cl:22][C:23]1[CH:33]=[CH:32][C:31]([S:34](=[O:40])(=[O:39])[NH:35][CH:36]2[CH2:38][CH2:37]2)=[CH:30][C:24]=1[C:25]([N:27]=[C:28]=[O:29])=[O:26], predict the reaction product. The product is: [Cl:22][C:23]1[CH:33]=[CH:32][C:31]([S:34](=[O:40])(=[O:39])[NH:35][CH:36]2[CH2:38][CH2:37]2)=[CH:30][C:24]=1[C:25]([NH:27][C:28]([N:13]([C:5]1[CH:6]=[CH:7][C:8]([C:9]([O:11][CH3:12])=[O:10])=[C:3]([O:2][CH3:1])[CH:4]=1)[NH:14][C:15]([O:17][C:18]([CH3:21])([CH3:20])[CH3:19])=[O:16])=[O:29])=[O:26]. (3) Given the reactants C([N:4](C(C)C)CC)(C)C.[CH2:10]([O:17][C:18](=[O:38])[CH:19]([C:24]1[CH:29]=[CH:28][C:27]([O:30][Si](C(C)(C)C)(C)C)=[CH:26][CH:25]=1)[CH2:20][C:21](O)=[O:22])[C:11]1[CH:16]=[CH:15][CH:14]=[CH:13][CH:12]=1.[Cl-].[NH4+].CN(C(ON1N=NC2C=CC=NC1=2)=[N+](C)C)C.F[P-](F)(F)(F)(F)F, predict the reaction product. The product is: [NH2:4][C:21](=[O:22])[CH2:20][CH:19]([C:24]1[CH:29]=[CH:28][C:27]([OH:30])=[CH:26][CH:25]=1)[C:18]([O:17][CH2:10][C:11]1[CH:16]=[CH:15][CH:14]=[CH:13][CH:12]=1)=[O:38]. (4) Given the reactants [NH2:1][C:2]1[CH:7]=[CH:6][C:5]([S:8][CH2:9][CH2:10][CH2:11][C:12]([O:14][CH2:15][CH3:16])=[O:13])=[CH:4][CH:3]=1.[CH3:17][S:18](Cl)(=[O:20])=[O:19].C(N(CC)CC)C.O, predict the reaction product. The product is: [CH3:17][S:18]([NH:1][C:2]1[CH:7]=[CH:6][C:5]([S:8][CH2:9][CH2:10][CH2:11][C:12]([O:14][CH2:15][CH3:16])=[O:13])=[CH:4][CH:3]=1)(=[O:20])=[O:19]. (5) Given the reactants [NH:1](C(OC(C)(C)C)=O)[C@H:2]([C:24]([NH2:26])=[O:25])[CH2:3][S:4][C:5]([C:18]1[CH:23]=[CH:22][CH:21]=[CH:20][CH:19]=1)([C:12]1[CH:17]=[CH:16][CH:15]=[CH:14][CH:13]=1)[C:6]1[CH:11]=[CH:10][CH:9]=[CH:8][CH:7]=1.C(O)=O.C(Cl)Cl.[OH-].[Na+], predict the reaction product. The product is: [NH2:1][C@H:2]([C:24]([NH2:26])=[O:25])[CH2:3][S:4][C:5]([C:6]1[CH:11]=[CH:10][CH:9]=[CH:8][CH:7]=1)([C:18]1[CH:19]=[CH:20][CH:21]=[CH:22][CH:23]=1)[C:12]1[CH:13]=[CH:14][CH:15]=[CH:16][CH:17]=1. (6) Given the reactants [F:1][C:2]1[CH:7]=[CH:6][C:5]([N:8]2[C:12]([C:13]3[CH:18]=[CH:17][N:16]=[C:15]([NH2:19])[CH:14]=3)=[CH:11][CH:10]=[N:9]2)=[CH:4][CH:3]=1.[C:20]([N:28]=C=O)(=[O:27])C1C=CC=CC=1.C([O-])([O-])=O.[K+].[K+].C(O)C, predict the reaction product. The product is: [F:1][C:2]1[CH:3]=[CH:4][C:5]([N:8]2[C:12]([C:13]3[CH:18]=[CH:17][N:16]=[C:15]([NH:19][C:20]([NH2:28])=[O:27])[CH:14]=3)=[CH:11][CH:10]=[N:9]2)=[CH:6][CH:7]=1. (7) The product is: [CH2:9]([C:2]1[CH:7]=[CH:6][CH:5]=[CH:4][C:3]=1[CH2:18][CH:23]([CH3:24])[CH3:22])[CH:10]([CH3:12])[CH3:11]. Given the reactants I[C:2]1[CH:7]=[CH:6][CH:5]=[CH:4][C:3]=1I.[CH2:9](B(O)O)[CH:10]([CH3:12])[CH3:11].CO[C:18]1C=CC=[C:22](OC)[C:23]=1[C:24]1C=CC=CC=1P(C1CCCCC1)C1CCCCC1.[O-]P([O-])([O-])=O.[K+].[K+].[K+], predict the reaction product. (8) Given the reactants C[N:2]1[CH2:7]COCC1.ClC(OCC)=[O:10].[C:14]([CH2:16][CH2:17][O:18][C:19]([CH2:21][C:22]1([CH2:28]C(O)=O)[CH2:27][CH2:26][CH2:25][CH2:24][CH2:23]1)=[O:20])#[N:15].[N-]=[N+]=[N-].[Na+], predict the reaction product. The product is: [N:2]([CH2:28][C:22]1([CH2:21][C:19]([O:18][CH2:17][CH2:16][C:14]#[N:15])=[O:20])[CH2:23][CH2:24][CH2:25][CH2:26][CH2:27]1)=[C:7]=[O:10]. (9) Given the reactants [C:1]([CH2:9][C:10](OCC)=[O:11])(=O)[C:2]1[CH:7]=[CH:6][CH:5]=[CH:4][CH:3]=1.[CH3:15][O:16][C:17]1[CH:22]=[CH:21][CH:20]=[C:19]([NH2:23])[CH:18]=1.Cl.O1CCOCC1, predict the reaction product. The product is: [C:2]1([C:1]2[CH:9]=[C:10]([OH:11])[C:20]3[C:19](=[CH:18][C:17]([O:16][CH3:15])=[CH:22][CH:21]=3)[N:23]=2)[CH:7]=[CH:6][CH:5]=[CH:4][CH:3]=1. (10) Given the reactants FC1C=CC=C(F)C=1CNC1C(C2C=CC=CC=2)=CN=C([N:18]2[CH2:23][CH2:22][CH:21]([N:24]3[CH2:29][CH2:28][CH2:27][CH2:26][CH2:25]3)[CH2:20][CH2:19]2)N=1.ClC1N=C(NCC2C(F)=CC=CC=2F)C(C2C=CC=CC=2)=CN=1, predict the reaction product. The product is: [N:24]1([CH:21]2[CH2:22][CH2:23][NH:18][CH2:19][CH2:20]2)[CH2:29][CH2:28][CH2:27][CH2:26][CH2:25]1.